From a dataset of Forward reaction prediction with 1.9M reactions from USPTO patents (1976-2016). Predict the product of the given reaction. (1) Given the reactants CCN=C=NCCCN(C)C.Cl.C1C=CC2N(O)N=NC=2C=1.[F:23][CH:24]([F:28])[C:25](O)=[O:26].[NH2:29][C:30]1[S:31][C:32]([CH:38]2[CH2:43][CH2:42][CH2:41][CH2:40][CH2:39]2)=[CH:33][C:34]=1[C:35]([NH2:37])=[O:36], predict the reaction product. The product is: [CH:38]1([C:32]2[S:31][C:30]([NH:29][C:25](=[O:26])[CH:24]([F:28])[F:23])=[C:34]([C:35]([NH2:37])=[O:36])[CH:33]=2)[CH2:39][CH2:40][CH2:41][CH2:42][CH2:43]1. (2) Given the reactants [Cl:1][C:2]1[CH:3]=[C:4]([C:10]2[CH:14]=[CH:13][N:12]([CH2:15][C@@H:16]([NH:18][C:19]([C:21]3[N:22]=[C:23]([CH:26]([OH:28])[CH3:27])[S:24][CH:25]=3)=[O:20])[CH3:17])[N:11]=2)[CH:5]=[CH:6][C:7]=1[C:8]#[N:9].[C:29](OC(=O)C)(=[O:31])[CH3:30], predict the reaction product. The product is: [C:29]([O:28][CH:26]([C:23]1[S:24][CH:25]=[C:21]([C:19](=[O:20])[NH:18][C@@H:16]([CH3:17])[CH2:15][N:12]2[CH:13]=[CH:14][C:10]([C:4]3[CH:5]=[CH:6][C:7]([C:8]#[N:9])=[C:2]([Cl:1])[CH:3]=3)=[N:11]2)[N:22]=1)[CH3:27])(=[O:31])[CH3:30]. (3) Given the reactants [C:1]([C:3]1[C:4]([N:16]2[CH2:19][CH:18]([C:20](O)=[O:21])[CH2:17]2)=[N:5][C:6]([CH2:14][F:15])=[C:7]([C:9]([O:11][CH2:12][CH3:13])=[O:10])[CH:8]=1)#[N:2].[CH3:23][C:24]1[CH:25]=[C:26]([CH2:30][S:31]([NH2:34])(=[O:33])=[O:32])[CH:27]=[CH:28][CH:29]=1, predict the reaction product. The product is: [C:1]([C:3]1[C:4]([N:16]2[CH2:17][CH:18]([C:20]([NH:34][S:31]([CH2:30][C:26]3[CH:27]=[CH:28][CH:29]=[C:24]([CH3:23])[CH:25]=3)(=[O:32])=[O:33])=[O:21])[CH2:19]2)=[N:5][C:6]([CH2:14][F:15])=[C:7]([CH:8]=1)[C:9]([O:11][CH2:12][CH3:13])=[O:10])#[N:2]. (4) Given the reactants [C:1]([C:5]1[CH:6]=[C:7]([CH:22]=[C:23]([C:25]([CH3:28])([CH3:27])[CH3:26])[CH:24]=1)[CH2:8][CH:9]1[CH2:14][CH:13]([C:15]([OH:17])=O)[CH2:12][CH2:11][N:10]1[C:18]([O:20][CH3:21])=[O:19])([CH3:4])([CH3:3])[CH3:2].N1(C(N2C=CN=C2)=O)C=CN=C1.[CH2:41]([O:43][C:44](=[O:49])[CH2:45][C:46]([O-:48])=O)[CH3:42].[K+].[Cl-].[Mg+2].[Cl-].Cl, predict the reaction product. The product is: [C:25]([C:23]1[CH:22]=[C:7]([CH:6]=[C:5]([C:1]([CH3:2])([CH3:4])[CH3:3])[CH:24]=1)[CH2:8][C@H:9]1[CH2:14][C@H:13]([C:15](=[O:17])[CH2:45][C:44]([O:43][CH2:41][CH3:42])=[O:49])[CH2:12][CH2:11][N:10]1[C:18]([O:20][CH3:21])=[O:19])([CH3:28])([CH3:26])[CH3:27].[C:1]([C:5]1[CH:6]=[C:7]([CH:22]=[C:23]([C:25]([CH3:28])([CH3:27])[CH3:26])[CH:24]=1)[CH2:8][C@H:9]1[CH2:14][C@@H:13]([C:46](=[O:48])[CH2:45][C:44]([O:43][CH2:41][CH3:42])=[O:49])[CH2:12][CH2:11][N:10]1[C:18]([O:20][CH3:21])=[O:19])([CH3:3])([CH3:4])[CH3:2]. (5) Given the reactants [N+:1]([C:4]1[CH:12]=[CH:11][CH:10]=[C:9]2[C:5]=1[CH:6]=[CH:7][NH:8]2)([O-:3])=[O:2].[H-].[Na+].[C:15]1([S:21](Cl)(=[O:23])=[O:22])[CH:20]=[CH:19][CH:18]=[CH:17][CH:16]=1, predict the reaction product. The product is: [N+:1]([C:4]1[CH:12]=[CH:11][CH:10]=[C:9]2[C:5]=1[CH:6]=[CH:7][N:8]2[S:21]([C:15]1[CH:20]=[CH:19][CH:18]=[CH:17][CH:16]=1)(=[O:23])=[O:22])([O-:3])=[O:2]. (6) Given the reactants [CH3:1][C:2]1[CH:12]=[C:11]([C:13](=O)[NH:14][CH2:15][Si:16]([CH3:19])([CH3:18])[CH3:17])[CH:10]=[CH:9][C:3]=1[C:4]([O:6][CH2:7][CH3:8])=[O:5].COC1C=CC(P2(SP(C3C=CC(OC)=CC=3)(=S)S2)=[S:30])=CC=1, predict the reaction product. The product is: [CH3:1][C:2]1[CH:12]=[C:11]([C:13](=[S:30])[NH:14][CH2:15][Si:16]([CH3:19])([CH3:18])[CH3:17])[CH:10]=[CH:9][C:3]=1[C:4]([O:6][CH2:7][CH3:8])=[O:5].